From a dataset of Catalyst prediction with 721,799 reactions and 888 catalyst types from USPTO. Predict which catalyst facilitates the given reaction. (1) Reactant: [F:1][C:2]1[CH:11]=[CH:10][C:9]([F:12])=[C:8]2[C:3]=1[C:4]([NH:13][CH2:14][CH2:15][C:16]1[CH:21]=[CH:20][C:19]([O:22][C:23]3[CH:28]=[C:27]([C:29]([F:32])([F:31])[F:30])[CH:26]=[CH:25][N:24]=3)=[C:18]([O:33]C)[CH:17]=1)=[N:5][CH:6]=[N:7]2.B(Br)(Br)Br. Product: [F:1][C:2]1[CH:11]=[CH:10][C:9]([F:12])=[C:8]2[C:3]=1[C:4]([NH:13][CH2:14][CH2:15][C:16]1[CH:21]=[CH:20][C:19]([O:22][C:23]3[CH:28]=[C:27]([C:29]([F:32])([F:30])[F:31])[CH:26]=[CH:25][N:24]=3)=[C:18]([OH:33])[CH:17]=1)=[N:5][CH:6]=[N:7]2. The catalyst class is: 2. (2) Reactant: [NH2:1][CH2:2][C:3]1[CH:4]=[C:5]2[C:9](=[CH:10][CH:11]=1)[C:8](=[O:12])[N:7]([CH:13]1[CH2:18][CH2:17][C:16](=[O:19])[NH:15][C:14]1=[O:20])[CH2:6]2.[CH2:21]([C:23]1[CH:28]=[CH:27][C:26]([N:29]=[C:30]=[O:31])=[CH:25][CH:24]=1)[CH3:22].Cl. Product: [O:20]=[C:14]1[CH:13]([N:7]2[CH2:6][C:5]3[C:9](=[CH:10][CH:11]=[C:3]([CH2:2][NH:1][C:30]([NH:29][C:26]4[CH:27]=[CH:28][C:23]([CH2:21][CH3:22])=[CH:24][CH:25]=4)=[O:31])[CH:4]=3)[C:8]2=[O:12])[CH2:18][CH2:17][C:16](=[O:19])[NH:15]1. The catalyst class is: 10.